From a dataset of NCI-60 drug combinations with 297,098 pairs across 59 cell lines. Regression. Given two drug SMILES strings and cell line genomic features, predict the synergy score measuring deviation from expected non-interaction effect. (1) Drug 1: C1=CC=C(C(=C1)C(C2=CC=C(C=C2)Cl)C(Cl)Cl)Cl. Drug 2: CCC1(C2=C(COC1=O)C(=O)N3CC4=CC5=C(C=CC(=C5CN(C)C)O)N=C4C3=C2)O.Cl. Cell line: BT-549. Synergy scores: CSS=25.0, Synergy_ZIP=-2.48, Synergy_Bliss=1.15, Synergy_Loewe=-18.2, Synergy_HSA=1.04. (2) Drug 1: C1=CC(=C2C(=C1NCCNCCO)C(=O)C3=C(C=CC(=C3C2=O)O)O)NCCNCCO. Drug 2: C(CC(=O)O)C(=O)CN.Cl. Cell line: SR. Synergy scores: CSS=46.2, Synergy_ZIP=-2.12, Synergy_Bliss=-4.46, Synergy_Loewe=-21.9, Synergy_HSA=-2.85.